From a dataset of Catalyst prediction with 721,799 reactions and 888 catalyst types from USPTO. Predict which catalyst facilitates the given reaction. (1) Reactant: [F:1][C:2]1[CH:7]=[C:6]([F:8])[C:5]([C:9]2[CH:10]=[N:11][CH:12]=[N:13][CH:14]=2)=[CH:4][C:3]=1[C@@:15]([NH:27][S@@](C(C)(C)C)=O)([CH2:17][C@H:18]([C:20]1[O:24][C:23]([CH3:25])=[N:22][C:21]=1[CH3:26])[OH:19])[CH3:16].Cl.O1CCOCC1. The catalyst class is: 5. Product: [NH2:27][C@@:15]([C:3]1[CH:4]=[C:5]([C:9]2[CH:14]=[N:13][CH:12]=[N:11][CH:10]=2)[C:6]([F:8])=[CH:7][C:2]=1[F:1])([CH3:16])[CH2:17][C@H:18]([C:20]1[O:24][C:23]([CH3:25])=[N:22][C:21]=1[CH3:26])[OH:19]. (2) Reactant: [F:1][C:2]([F:58])([F:57])[C:3]1[CH:4]=[C:5]([CH:50]=[C:51]([C:53]([F:56])([F:55])[F:54])[CH:52]=1)[C:6]([N:8]1[CH2:13][CH2:12][O:11][C@:10]([CH2:22][CH2:23][N:24]2[CH2:29][CH2:28][C:27]3([C:37]4[C:32](=[CH:33][CH:34]=[CH:35][CH:36]=4)[CH2:31][C@@H:30]3[O:38][CH2:39][C:40]([N:42]([CH2:44][CH2:45][O:46][CH2:47][CH2:48][OH:49])[CH3:43])=[O:41])[CH2:26][CH2:25]2)([C:14]2[CH:19]=[CH:18][C:17]([Cl:20])=[C:16]([Cl:21])[CH:15]=2)[CH2:9]1)=[O:7].Cl.O1CCOCC1. Product: [ClH:20].[F:56][C:53]([F:54])([F:55])[C:51]1[CH:50]=[C:5]([CH:4]=[C:3]([C:2]([F:58])([F:57])[F:1])[CH:52]=1)[C:6]([N:8]1[CH2:13][CH2:12][O:11][C@:10]([CH2:22][CH2:23][N:24]2[CH2:29][CH2:28][C:27]3([C:37]4[C:32](=[CH:33][CH:34]=[CH:35][CH:36]=4)[CH2:31][C@@H:30]3[O:38][CH2:39][C:40]([N:42]([CH2:44][CH2:45][O:46][CH2:47][CH2:48][OH:49])[CH3:43])=[O:41])[CH2:26][CH2:25]2)([C:14]2[CH:19]=[CH:18][C:17]([Cl:20])=[C:16]([Cl:21])[CH:15]=2)[CH2:9]1)=[O:7]. The catalyst class is: 2. (3) Reactant: [C:1]([C:3]1[CH:19]=[CH:18][C:6]2[CH2:7][CH2:8][N:9]([C:12](=[O:17])[C:13]([F:16])([F:15])[F:14])[CH2:10][CH2:11][C:5]=2[C:4]=1OS(C(F)(F)F)(=O)=O)#[N:2].[CH2:28]([NH2:35])[C:29]1[CH:34]=[CH:33][CH:32]=[CH:31][CH:30]=1.C1C=CC(P(C2C(C3C(P(C4C=CC=CC=4)C4C=CC=CC=4)=CC=C4C=3C=CC=C4)=C3C(C=CC=C3)=CC=2)C2C=CC=CC=2)=CC=1.C(=O)([O-])[O-].[Cs+].[Cs+]. Product: [CH2:28]([NH:35][C:4]1[C:5]2[CH2:11][CH2:10][N:9]([C:12](=[O:17])[C:13]([F:16])([F:15])[F:14])[CH2:8][CH2:7][C:6]=2[CH:18]=[CH:19][C:3]=1[C:1]#[N:2])[C:29]1[CH:34]=[CH:33][CH:32]=[CH:31][CH:30]=1. The catalyst class is: 164. (4) Reactant: Br[C:2]1[CH:3]=[C:4]2[C:8](=[C:9]([C:11]([NH2:13])=[O:12])[CH:10]=1)[NH:7][N:6]=[C:5]2[CH:14]1[CH2:19][CH2:18][N:17]([S:20]([CH2:23][CH2:24][CH2:25][N:26]2[CH2:30][CH2:29][CH2:28][CH2:27]2)(=[O:22])=[O:21])[CH2:16][CH2:15]1.[CH3:31][S:32]([NH:35][C:36]1[CH:41]=[CH:40][C:39](B(O)O)=[CH:38][CH:37]=1)(=[O:34])=[O:33].C(=O)([O-])[O-].[K+].[K+]. Product: [CH3:31][S:32]([NH:35][C:36]1[CH:37]=[CH:38][C:39]([C:2]2[CH:3]=[C:4]3[C:8](=[C:9]([C:11]([NH2:13])=[O:12])[CH:10]=2)[NH:7][N:6]=[C:5]3[CH:14]2[CH2:19][CH2:18][N:17]([S:20]([CH2:23][CH2:24][CH2:25][N:26]3[CH2:27][CH2:28][CH2:29][CH2:30]3)(=[O:22])=[O:21])[CH2:16][CH2:15]2)=[CH:40][CH:41]=1)(=[O:34])=[O:33]. The catalyst class is: 70. (5) Reactant: [Cl:1][C:2]1[CH:3]=[CH:4][CH:5]=[C:6]2[C:11]=1[N:10]=[C:9]([C:12]1[CH:17]=[CH:16][CH:15]=[CH:14][C:13]=1[S:18]([CH3:21])(=[O:20])=[O:19])[C:8]([CH2:22][NH2:23])=[CH:7]2.Cl[C:25]1[N:33]=[CH:32][N:31]=[C:30]2[C:26]=1[NH:27][CH:28]=[N:29]2.CCN(C(C)C)C(C)C. Product: [Cl:1][C:2]1[CH:3]=[CH:4][CH:5]=[C:6]2[C:11]=1[N:10]=[C:9]([C:12]1[CH:17]=[CH:16][CH:15]=[CH:14][C:13]=1[S:18]([CH3:21])(=[O:19])=[O:20])[C:8]([CH2:22][NH:23][C:25]1[N:33]=[CH:32][N:31]=[C:30]3[C:26]=1[N:27]=[CH:28][NH:29]3)=[CH:7]2. The catalyst class is: 51.